This data is from Full USPTO retrosynthesis dataset with 1.9M reactions from patents (1976-2016). The task is: Predict the reactants needed to synthesize the given product. (1) Given the product [CH3:21][S:22]([O:13][CH2:12][C:3]1[C:4]([C:8]([F:10])([F:11])[F:9])=[CH:5][CH:6]=[CH:7][C:2]=1[Cl:1])(=[O:24])=[O:23], predict the reactants needed to synthesize it. The reactants are: [Cl:1][C:2]1[CH:7]=[CH:6][CH:5]=[C:4]([C:8]([F:11])([F:10])[F:9])[C:3]=1[CH2:12][OH:13].CCN(CC)CC.[CH3:21][S:22](Cl)(=[O:24])=[O:23]. (2) Given the product [F:24][C:18]1[CH:19]=[CH:20][CH:21]=[C:22]([F:23])[C:17]=1[CH2:16][O:15][C:14]1[N:9]2[N:8]=[C:7]([CH3:27])[C:6]([C:4]([OH:5])=[O:3])=[C:10]2[CH:11]=[C:12]([CH2:25][CH3:26])[CH:13]=1, predict the reactants needed to synthesize it. The reactants are: C([O:3][C:4]([C:6]1[C:7]([CH3:27])=[N:8][N:9]2[C:14]([O:15][CH2:16][C:17]3[C:22]([F:23])=[CH:21][CH:20]=[CH:19][C:18]=3[F:24])=[CH:13][C:12]([CH2:25][CH3:26])=[CH:11][C:10]=12)=[O:5])C.[OH-].[Na+]. (3) Given the product [F:22][C:19]1[CH:18]=[CH:17][C:16]([CH:15]([C:23]2[CH:24]=[CH:25][C:26]([F:29])=[CH:27][CH:28]=2)[CH2:14][CH2:13][CH2:12][N:8]2[CH2:9][CH2:10][C:5]3([O:4][CH2:3][CH2:2][O:1]3)[CH2:6][CH2:7]2)=[CH:21][CH:20]=1, predict the reactants needed to synthesize it. The reactants are: [O:1]1[C:5]2([CH2:10][CH2:9][NH:8][CH2:7][CH2:6]2)[O:4][CH2:3][CH2:2]1.Cl[CH2:12][CH2:13][CH2:14][CH:15]([C:23]1[CH:28]=[CH:27][C:26]([F:29])=[CH:25][CH:24]=1)[C:16]1[CH:21]=[CH:20][C:19]([F:22])=[CH:18][CH:17]=1.C([O-])([O-])=O.[K+].[K+]. (4) The reactants are: Br[C:2]1[C:10]2[O:9][C@@H:8]([CH2:11][Br:12])[CH2:7][C:6]=2[CH:5]=[C:4]([F:13])[CH:3]=1.[Cl:14]C1C=C(C)C(B(O)O)=CC=1.[CH3:25][C:26]1[CH:31]=[CH:30][C:29](S(OCC2[CH2:25][C:26]3[C:31](C4C=CC=CC=4)=[CH:30][CH:29]=[CH:28][C:27]=3O2)(=O)=O)=[CH:28][CH:27]=1. Given the product [Br:12][CH2:11][C@H:8]1[CH2:7][C:6]2[CH:5]=[C:4]([F:13])[CH:3]=[C:2]([C:27]3[CH:28]=[C:29]([Cl:14])[CH:30]=[CH:31][C:26]=3[CH3:25])[C:10]=2[O:9]1, predict the reactants needed to synthesize it.